This data is from Reaction yield outcomes from USPTO patents with 853,638 reactions. The task is: Predict the reaction yield, written as a fraction of the theoretical maximum amount of product (1.0 means a 100% yield; for example, 0.34 means a 34% yield). (1) The reactants are [CH:1]1([N:4]2[C:13]3[C:8](=[CH:9][C:10]([F:17])=[C:11](F)[C:12]=3[O:14][CH3:15])[C:7](=[O:18])[C:6]([C:19]([OH:21])=[O:20])=[CH:5]2)[CH2:3][CH2:2]1.[CH3:22][CH:23]1[CH2:28][NH:27][CH2:26][CH2:25][NH:24]1.COC(=O)OC. The catalyst is CS(C)=O. The product is [CH3:22][CH:23]1[NH:24][CH2:25][CH2:26][N:27]([C:11]2[C:12]([O:14][CH3:15])=[C:13]3[N:4]([CH:1]4[CH2:3][CH2:2]4)[CH:5]=[C:6]([C:19]([OH:21])=[O:20])[C:7](=[O:18])[C:8]3=[CH:9][C:10]=2[F:17])[CH2:28]1. The yield is 0.700. (2) The reactants are [CH3:1][N:2]([CH3:44])[CH2:3][CH2:4][CH2:5][C:6]1[CH:7]=[C:8]([NH:16][C:17]2[C:26]3[C:21](=[CH:22][CH:23]=[CH:24][CH:25]=3)[C:20]([C:27]3[CH:35]=[C:34]4[C:30]([C:31]([CH3:43])=[N:32][N:33]4C(OC(C)(C)C)=O)=[CH:29][CH:28]=3)=[N:19][N:18]=2)[CH:9]=[C:10]([C:12]([F:15])([F:14])[F:13])[CH:11]=1.[F:45][C:46]([F:51])([F:50])[C:47]([OH:49])=[O:48]. The catalyst is ClCCl. The product is [F:45][C:46]([F:51])([F:50])[C:47]([OH:49])=[O:48].[CH3:44][N:2]([CH3:1])[CH2:3][CH2:4][CH2:5][C:6]1[CH:7]=[C:8]([NH:16][C:17]2[C:26]3[C:21](=[CH:22][CH:23]=[CH:24][CH:25]=3)[C:20]([C:27]3[CH:35]=[C:34]4[C:30]([C:31]([CH3:43])=[N:32][NH:33]4)=[CH:29][CH:28]=3)=[N:19][N:18]=2)[CH:9]=[C:10]([C:12]([F:14])([F:15])[F:13])[CH:11]=1. The yield is 0.840. (3) The reactants are [ClH:1].[CH:2]1[C:7]2[C:8]([NH2:17])=[N:9][C:10]3[CH:16]=[CH:15][CH:14]=[CH:13][C:11]=3[S:12][C:6]=2[CH:5]=[CH:4][CH:3]=1. The catalyst is CC(O)C.C(O)(C)C.COC(C)(C)C. The product is [ClH:1].[CH:2]1[C:7]2[C:8]([NH2:17])=[N:9][C:10]3[CH:16]=[CH:15][CH:14]=[CH:13][C:11]=3[S:12][C:6]=2[CH:5]=[CH:4][CH:3]=1. The yield is 0.910. (4) The reactants are Br[C:2]1[C:3]2[C:8]([CH:9]=[C:10]3[C:15]=1[CH:14]=[CH:13][CH:12]=[CH:11]3)=[CH:7][CH:6]=[CH:5][CH:4]=2.B(O)O.C(=O)([O-])[O-].[Na+].[Na+]. The catalyst is C1(C)C=CC=CC=1. The product is [CH:4]1[C:3]2[C:2](=[CH:15][CH:10]=[CH:9][CH:8]=2)[CH:6]=[CH:5][C:4]=1[C:3]1[C:2]2[C:11]([CH:10]=[C:9]3[C:8]=1[CH:7]=[CH:7][CH:6]=[CH:5]3)=[CH:12][CH:13]=[CH:14][CH:15]=2. The yield is 0.870.